Dataset: Forward reaction prediction with 1.9M reactions from USPTO patents (1976-2016). Task: Predict the product of the given reaction. Given the reactants [F:1][C:2]([F:29])([F:28])[C:3]1[CH:4]=[C:5]([CH:25]=[CH:26][CH:27]=1)[CH2:6][O:7][N:8]=[C:9]1[CH2:14][CH2:13][N:12]([S:15]([C:18]2[CH:19]=[N:20][C:21](Cl)=[CH:22][CH:23]=2)(=[O:17])=[O:16])[CH2:11][CH2:10]1.[CH3:30][O-:31].[Na+], predict the reaction product. The product is: [F:1][C:2]([F:29])([F:28])[C:3]1[CH:4]=[C:5]([CH:25]=[CH:26][CH:27]=1)[CH2:6][O:7][N:8]=[C:9]1[CH2:14][CH2:13][N:12]([S:15]([C:18]2[CH:19]=[N:20][C:21]([O:31][CH3:30])=[CH:22][CH:23]=2)(=[O:17])=[O:16])[CH2:11][CH2:10]1.